Dataset: Reaction yield outcomes from USPTO patents with 853,638 reactions. Task: Predict the reaction yield, written as a fraction of the theoretical maximum amount of product (1.0 means a 100% yield; for example, 0.34 means a 34% yield). (1) The reactants are [O:1]([C:8]1[CH:16]=[CH:15][C:11]([C:12]([OH:14])=O)=[CH:10][CH:9]=1)[C:2]1[CH:7]=[CH:6][CH:5]=[CH:4][CH:3]=1.C1(OP(Cl)(OC2C=CC=CC=2)=O)C=CC=CC=1.Cl.Cl.[CH3:36][CH:37]1[CH:42]([NH2:43])[CH:41]2[CH2:44][CH2:45][N:38]1[CH2:39][CH2:40]2.[OH-].[Na+]. The catalyst is C1COCC1. The product is [CH3:36][CH:37]1[CH:42]([NH:43][C:12](=[O:14])[C:11]2[CH:10]=[CH:9][C:8]([O:1][C:2]3[CH:3]=[CH:4][CH:5]=[CH:6][CH:7]=3)=[CH:16][CH:15]=2)[CH:41]2[CH2:44][CH2:45][N:38]1[CH2:39][CH2:40]2. The yield is 0.820. (2) No catalyst specified. The yield is 0.690. The product is [F:18][C:19]1[C:24]([F:25])=[CH:23][C:22]2[NH:26][C:15]([CH2:14][CH:9]3[CH2:10][CH2:11][CH2:12][CH2:13][NH:8]3)=[N:27][C:21]=2[CH:20]=1. The reactants are C(OC([N:8]1[CH2:13][CH2:12][CH2:11][CH2:10][CH:9]1[CH2:14][C:15](O)=O)=O)(C)(C)C.[F:18][C:19]1[CH:20]=[C:21]([NH2:27])[C:22]([NH2:26])=[CH:23][C:24]=1[F:25].C(=O)([O-])[O-].[K+].[K+]. (3) The reactants are P(Cl)(Cl)(Cl)=O.[CH3:6][C:7]1[C:15]([N+:16]([O-:18])=[O:17])=[CH:14][C:10]([C:11](O)=O)=[CH:9][C:8]=1[N+:19]([O-:21])=[O:20].S(N)([NH2:25])(=O)=O.O. The catalyst is S1(CCCC1)(=O)=O. The product is [CH3:6][C:7]1[C:15]([N+:16]([O-:18])=[O:17])=[CH:14][C:10]([C:11]#[N:25])=[CH:9][C:8]=1[N+:19]([O-:21])=[O:20]. The yield is 0.910. (4) The reactants are [C@:1]12([CH3:13])[C:7]([CH3:9])([CH3:8])[CH:4]([CH2:5][CH2:6]1)[CH2:3][CH:2]2[C:10](Cl)=[O:11].[I:14][C:15]1[CH:20]=[CH:19][C:18]([CH:21]([OH:25])[CH:22]([CH3:24])[CH3:23])=[C:17]([N+:26]([O-:28])=[O:27])[CH:16]=1. The catalyst is CN(C1C=CN=CC=1)C.ClCCl. The product is [C@:1]12([CH3:13])[C:7]([CH3:9])([CH3:8])[CH:4]([CH2:5][CH2:6]1)[CH2:3][CH:2]2[C:10]([O:25][C@@H:21]([C:18]1[CH:19]=[CH:20][C:15]([I:14])=[CH:16][C:17]=1[N+:26]([O-:28])=[O:27])[CH:22]([CH3:24])[CH3:23])=[O:11]. The yield is 0.650. (5) The reactants are [CH3:1][C:2]([C:34]1[CH:39]=[CH:38][CH:37]=[CH:36][CH:35]=1)([CH2:14][CH2:15][N:16]1[C@H:21]2[CH2:22][CH2:23][C@@H:17]1[CH2:18][CH:19]([N:24]1[C:28]3[CH:29]=[CH:30][CH:31]=[CH:32][C:27]=3[N:26]=[C:25]1[CH3:33])[CH2:20]2)[CH2:3][NH:4][S:5]([C:8]1[CH:13]=[CH:12][CH:11]=[CH:10][CH:9]=1)(=[O:7])=[O:6].[H-].[Na+].I[CH3:43].O. The catalyst is C1COCC1. The product is [CH3:43][N:4]([CH2:3][C:2]([CH3:1])([C:34]1[CH:35]=[CH:36][CH:37]=[CH:38][CH:39]=1)[CH2:14][CH2:15][N:16]1[C@H:21]2[CH2:22][CH2:23][C@@H:17]1[CH2:18][CH:19]([N:24]1[C:28]3[CH:29]=[CH:30][CH:31]=[CH:32][C:27]=3[N:26]=[C:25]1[CH3:33])[CH2:20]2)[S:5]([C:8]1[CH:13]=[CH:12][CH:11]=[CH:10][CH:9]=1)(=[O:7])=[O:6]. The yield is 0.750. (6) The reactants are [CH3:1][O:2][C:3](=[O:8])[CH2:4][CH2:5][CH2:6]Br.[CH2:9]([CH:13]1[CH2:18][CH2:17][NH:16][CH2:15][CH2:14]1)[CH2:10][CH2:11][CH3:12].C(=O)([O-])[O-].[K+].[K+].C(Cl)Cl.CO. The catalyst is CC#N. The product is [CH3:1][O:2][C:3](=[O:8])[CH2:4][CH2:5][CH2:6][N:16]1[CH2:17][CH2:18][CH:13]([CH2:9][CH2:10][CH2:11][CH3:12])[CH2:14][CH2:15]1. The yield is 7.50. (7) The reactants are C1(P(C2C=CC=CC=2)C2C=CC=CC=2)C=CC=CC=1.BrN1C(=O)CCC1=O.[CH:28]1([CH2:33][C@H:34]([C:38]2[CH:43]=[CH:42][C:41]([Cl:44])=[C:40]([Cl:45])[CH:39]=2)[C:35]([OH:37])=O)[CH2:32][CH2:31][CH2:30][CH2:29]1.[NH2:46][C:47]1[S:48][C:49]2[CH:55]=[CH:54][CH:53]=[CH:52][C:50]=2[N:51]=1.N1C=CC=CC=1. The catalyst is C(Cl)Cl.O. The product is [S:48]1[C:49]2[CH:55]=[CH:54][CH:53]=[CH:52][C:50]=2[N:51]=[C:47]1[NH:46][C:35](=[O:37])[C@@H:34]([C:38]1[CH:43]=[CH:42][C:41]([Cl:44])=[C:40]([Cl:45])[CH:39]=1)[CH2:33][CH:28]1[CH2:29][CH2:30][CH2:31][CH2:32]1. The yield is 0.760.